Dataset: Reaction yield outcomes from USPTO patents with 853,638 reactions. Task: Predict the reaction yield, written as a fraction of the theoretical maximum amount of product (1.0 means a 100% yield; for example, 0.34 means a 34% yield). The reactants are [F:1][C:2]([F:12])([F:11])[C:3]1[CH:4]=[C:5]([CH2:9][NH2:10])[CH:6]=[CH:7][CH:8]=1.[C:13]1(=[O:19])[O:18][C:16](=[O:17])[CH2:15][CH2:14]1.CC(=O)OCC.CO. The catalyst is CCOCC. The product is [O:19]=[C:13]([NH:10][CH2:9][C:5]1[CH:6]=[CH:7][CH:8]=[C:3]([C:2]([F:11])([F:12])[F:1])[CH:4]=1)[CH2:14][CH2:15][C:16]([OH:18])=[O:17]. The yield is 0.440.